This data is from Forward reaction prediction with 1.9M reactions from USPTO patents (1976-2016). The task is: Predict the product of the given reaction. (1) The product is: [Cl:14][C:9]1[N:10]([CH:11]([CH3:13])[CH3:12])[C:4]2[CH:3]=[C:2]([NH:41][C:39]3[CH:38]=[CH:37][N:36]=[C:35]([C:33]4[CH:32]=[N:31][N:30]([S:27]([CH:24]5[CH2:26][CH2:25]5)(=[O:29])=[O:28])[CH:34]=4)[N:40]=3)[N:7]=[CH:6][C:5]=2[C:8]=1[C:15]([NH:17][CH:18]1[CH2:23][CH2:22][O:21][CH2:20][CH2:19]1)=[O:16]. Given the reactants Br[C:2]1[N:7]=[CH:6][C:5]2[C:8]([C:15]([NH:17][CH:18]3[CH2:23][CH2:22][O:21][CH2:20][CH2:19]3)=[O:16])=[C:9]([Cl:14])[N:10]([CH:11]([CH3:13])[CH3:12])[C:4]=2[CH:3]=1.[CH:24]1([S:27]([N:30]2[CH:34]=[C:33]([C:35]3[N:40]=[C:39]([NH2:41])[CH:38]=[CH:37][N:36]=3)[CH:32]=[N:31]2)(=[O:29])=[O:28])[CH2:26][CH2:25]1.C1(P(C2C=CC=CC=2)C2C3OC4C(=CC=CC=4P(C4C=CC=CC=4)C4C=CC=CC=4)C(C)(C)C=3C=CC=2)C=CC=CC=1.C(=O)([O-])[O-].[Cs+].[Cs+], predict the reaction product. (2) Given the reactants [Cl:1][C:2]1[CH:7]=[C:6]([NH:8][CH3:9])[C:5](I)=[CH:4][N:3]=1.C(=O)([O-])[O-].[Na+].[Na+].[CH:17]1(B2OC(C)(C)C(C)(C)O2)[CH2:19][CH2:18]1, predict the reaction product. The product is: [Cl:1][C:2]1[CH:7]=[C:6]([NH:8][CH3:9])[C:5]([CH:17]2[CH2:19][CH2:18]2)=[CH:4][N:3]=1. (3) Given the reactants [CH3:1][N:2]([CH2:6][CH2:7][OH:8])[CH2:3][CH2:4][OH:5].CCN(CC)CC.[C:16]([Si:20]([CH3:23])([CH3:22])Cl)([CH3:19])([CH3:18])[CH3:17], predict the reaction product. The product is: [CH3:1][N:2]([CH2:6][CH2:7][O:8][Si:20]([C:16]([CH3:19])([CH3:18])[CH3:17])([CH3:23])[CH3:22])[CH2:3][CH2:4][OH:5]. (4) The product is: [CH3:1][O:2][C:3](=[O:14])[CH2:4][CH2:5][C:6]1[CH:11]=[CH:10][N:9]=[C:8]([O:12][CH3:13])[CH:7]=1. Given the reactants [CH3:1][O:2][C:3](=[O:14])[CH:4]=[CH:5][C:6]1[CH:11]=[CH:10][N:9]=[C:8]([O:12][CH3:13])[CH:7]=1.C(Cl)Cl, predict the reaction product. (5) Given the reactants Cl.Cl.[N:3]12[CH2:11][CH2:10][CH:7]([CH2:8][CH2:9]1)[NH:6][CH2:5][CH2:4]2.[NH2:12][C:13]1[C:14]([C:18](O)=[O:19])=[N:15][S:16][CH:17]=1, predict the reaction product. The product is: [N:3]12[CH2:11][CH2:10][CH:7]([CH2:8][CH2:9]1)[N:6]([C:18]([C:14]1[C:13]([NH2:12])=[CH:17][S:16][N:15]=1)=[O:19])[CH2:5][CH2:4]2. (6) Given the reactants [C:1]([C:4]1[CH:9]=[CH:8][CH:7]=[CH:6][CH:5]=1)(=[O:3])[CH3:2].Cl.[C:11]([O:14][CH2:15][CH3:16])(=[O:13])[CH3:12], predict the reaction product. The product is: [OH:3][C:1]([C:4]1[CH:9]=[CH:8][CH:7]=[CH:6][CH:5]=1)([CH3:2])[CH2:12][C:11]([O:14][C@@H:15]1[CH2:5][C@H:4]([CH3:9])[CH2:1][CH2:2][C@H:16]1[CH:7]([CH3:8])[CH3:6])=[O:13]. (7) Given the reactants [Cl:1][C:2]1[CH:7]=[CH:6][C:5]([C:8]2[N:12]([CH:13]([CH:16]3[CH2:21][CH2:20][CH2:19][CH2:18][CH2:17]3)[CH2:14][OH:15])[C:11]3[CH:22]=[C:23]([F:27])[C:24]([F:26])=[CH:25][C:10]=3[N:9]=2)=[CH:4][CH:3]=1.O[C:29]1[CH:30]=[C:31]([CH:37]=[CH:38][CH:39]=1)[C:32]([O:34][CH2:35][CH3:36])=[O:33].N(C(OC(C)(C)C)=O)=NC(OC(C)(C)C)=O, predict the reaction product. The product is: [CH2:35]([O:34][C:32](=[O:33])[C:31]1[CH:37]=[CH:38][CH:39]=[C:29]([O:15][CH2:14][CH:13]([N:12]2[C:11]3[CH:22]=[C:23]([F:27])[C:24]([F:26])=[CH:25][C:10]=3[N:9]=[C:8]2[C:5]2[CH:6]=[CH:7][C:2]([Cl:1])=[CH:3][CH:4]=2)[CH:16]2[CH2:17][CH2:18][CH2:19][CH2:20][CH2:21]2)[CH:30]=1)[CH3:36].